From a dataset of NCI-60 drug combinations with 297,098 pairs across 59 cell lines. Regression. Given two drug SMILES strings and cell line genomic features, predict the synergy score measuring deviation from expected non-interaction effect. Drug 1: CN(C)C1=NC(=NC(=N1)N(C)C)N(C)C. Drug 2: C1CCC(C(C1)N)N.C(=O)(C(=O)[O-])[O-].[Pt+4]. Cell line: OVCAR-8. Synergy scores: CSS=-0.566, Synergy_ZIP=-4.10, Synergy_Bliss=-7.09, Synergy_Loewe=-30.0, Synergy_HSA=-11.9.